Dataset: Reaction yield outcomes from USPTO patents with 853,638 reactions. Task: Predict the reaction yield, written as a fraction of the theoretical maximum amount of product (1.0 means a 100% yield; for example, 0.34 means a 34% yield). (1) The reactants are [Cl:1][C:2]1[CH:28]=[CH:27][C:5]([C:6]([C:8]2[CH:13]=[CH:12][C:11]([NH:14][C:15]([C:17](=[CH:23][O:24]CC)[C:18]([O:20][CH2:21][CH3:22])=[O:19])=O)=[CH:10][CH:9]=2)=[O:7])=[CH:4][CH:3]=1. The catalyst is C(OCC)C. The product is [Cl:1][C:2]1[CH:3]=[CH:4][C:5]([C:6]([C:8]2[CH:9]=[C:10]3[C:11](=[CH:12][CH:13]=2)[N:14]=[CH:15][C:17]([C:18]([O:20][CH2:21][CH3:22])=[O:19])=[C:23]3[OH:24])=[O:7])=[CH:27][CH:28]=1. The yield is 0.395. (2) The reactants are [Br:1][CH:2]1[CH:15]=[CH:14][C:13]2[C:4](=[C:5]3[C:10](=[CH:11][N:12]=2)[CH:9]=[CH:8][CH:7]=[CH:6]3)[C:3]1=O.O=P(Cl)(Cl)[Cl:19]. No catalyst specified. The product is [Br:1][C:2]1[CH:15]=[CH:14][C:13]2[C:4](=[C:5]3[C:10](=[C:11]([Cl:19])[N:12]=2)[CH:9]=[CH:8][CH:7]=[CH:6]3)[CH:3]=1. The yield is 0.786. (3) The reactants are [CH3:1][C:2]1[CH:3]=[C:4](B(O)O)[CH:5]=[C:6]([CH3:8])[CH:7]=1.Br[C:13]1[C:18]([O:19][CH3:20])=[CH:17][C:16]([C:21]([CH3:28])([CH3:27])[C:22]([O:24][CH2:25][CH3:26])=[O:23])=[CH:15][C:14]=1[O:29][CH3:30].[OH-].[Ba+2].[OH-]. The yield is 0.710. The catalyst is COCCOC.C1C=CC([P]([Pd]([P](C2C=CC=CC=2)(C2C=CC=CC=2)C2C=CC=CC=2)([P](C2C=CC=CC=2)(C2C=CC=CC=2)C2C=CC=CC=2)[P](C2C=CC=CC=2)(C2C=CC=CC=2)C2C=CC=CC=2)(C2C=CC=CC=2)C2C=CC=CC=2)=CC=1. The product is [CH3:30][O:29][C:14]1[CH:15]=[C:16]([C:21]([CH3:28])([CH3:27])[C:22]([O:24][CH2:25][CH3:26])=[O:23])[CH:17]=[C:18]([O:19][CH3:20])[C:13]=1[C:4]1[CH:5]=[C:6]([CH3:8])[CH:7]=[C:2]([CH3:1])[CH:3]=1. (4) The reactants are [C:1]([O:5][C:6](=[O:22])[NH:7][C@@H:8]([CH2:11][S:12][CH2:13][C:14]1[CH:19]=[CH:18][C:17]([O:20][CH3:21])=[CH:16][CH:15]=1)[CH2:9][OH:10])([CH3:4])([CH3:3])[CH3:2].C(N(CC)CC)C.[CH3:30][C:31]([CH3:36])([CH3:35])[C:32](Cl)=[O:33].O. The catalyst is ClCCl. The product is [C:1]([O:5][C:6]([NH:7][C@@H:8]([CH2:11][S:12][CH2:13][C:14]1[CH:15]=[CH:16][C:17]([O:20][CH3:21])=[CH:18][CH:19]=1)[CH2:9][O:10][C:32](=[O:33])[C:31]([CH3:36])([CH3:35])[CH3:30])=[O:22])([CH3:4])([CH3:3])[CH3:2]. The yield is 0.950. (5) The product is [Br:1][C:2]1[CH:11]=[CH:10][C:9]2[N:8]=[CH:7][C:6]3[C:5]([C:4]=2[CH:3]=1)=[CH:14][CH:15]=[N:16][C:18]=3[OH:19]. The yield is 0.980. The reactants are [Br:1][C:2]1[CH:3]=[C:4]2[C:9](=[CH:10][CH:11]=1)[N:8]=[CH:7][C:6](C#N)=[C:5]2/[CH:14]=[CH:15]/[N:16]([CH3:18])C.[OH:19]S(O)(=O)=O.C([O-])([O-])=O.[K+].[K+]. The catalyst is CC(O)=O.O. (6) The reactants are [C:1]([C:5]1[CH:6]=[C:7]([N:17]([CH3:49])[C:18]([N:20]([CH2:30][C:31]2[CH:36]=[C:35]([F:37])[CH:34]=[CH:33][C:32]=2[O:38][C:39]2[CH:40]=[C:41]3[C:45](=[CH:46][CH:47]=2)[N:44]([CH3:48])[N:43]=[CH:42]3)CC2C=CC(OC)=CC=2)=[O:19])[N:8]([C:10]2[CH:15]=[CH:14][C:13]([CH3:16])=[CH:12][CH:11]=2)[N:9]=1)([CH3:4])([CH3:3])[CH3:2]. The catalyst is C1(OC)C=CC=CC=1.FC(F)(F)C(O)=O. The product is [C:1]([C:5]1[CH:6]=[C:7]([N:17]([CH3:49])[C:18]([NH:20][CH2:30][C:31]2[CH:36]=[C:35]([F:37])[CH:34]=[CH:33][C:32]=2[O:38][C:39]2[CH:40]=[C:41]3[C:45](=[CH:46][CH:47]=2)[N:44]([CH3:48])[N:43]=[CH:42]3)=[O:19])[N:8]([C:10]2[CH:11]=[CH:12][C:13]([CH3:16])=[CH:14][CH:15]=2)[N:9]=1)([CH3:4])([CH3:2])[CH3:3]. The yield is 0.990. (7) The reactants are [CH3:1][O:2][C:3]([C:5]1[S:6][C:7]([C:11]#[C:12][C:13]([CH3:16])([CH3:15])[CH3:14])=[CH:8][C:9]=1Br)=[O:4].C([O-])([O-])=O.[K+].[K+].[CH:23]1([C@H:29]2[NH:34][C:33](=[O:35])[CH2:32][CH2:31][CH2:30]2)[CH2:28][CH2:27][CH2:26][CH2:25][CH2:24]1. The catalyst is [Cu]I.O1CCOCC1. The product is [CH3:1][O:2][C:3]([C:5]1[S:6][C:7]([C:11]#[C:12][C:13]([CH3:16])([CH3:15])[CH3:14])=[CH:8][C:9]=1[N:34]1[C:33](=[O:35])[CH2:32][CH2:31][CH2:30][C@H:29]1[CH:23]1[CH2:24][CH2:25][CH2:26][CH2:27][CH2:28]1)=[O:4]. The yield is 0.400.